This data is from Full USPTO retrosynthesis dataset with 1.9M reactions from patents (1976-2016). The task is: Predict the reactants needed to synthesize the given product. (1) The reactants are: [I-:1].[Na+].CNCCNC.Br[C:10]1[N:15]=[C:14]([O:16][CH3:17])[C:13]([NH2:18])=[CH:12][CH:11]=1.O. Given the product [I:1][C:10]1[N:15]=[C:14]([O:16][CH3:17])[C:13]([NH2:18])=[CH:12][CH:11]=1, predict the reactants needed to synthesize it. (2) Given the product [C:1]1([C:7](=[N:14][CH:15]([C:22]2[CH:27]=[N:26][CH:25]=[CH:24][N:23]=2)[C:16]([O:18][CH2:19][CH3:20])=[O:17])[C:8]2[CH:9]=[CH:10][CH:11]=[CH:12][CH:13]=2)[CH:2]=[CH:3][CH:4]=[CH:5][CH:6]=1, predict the reactants needed to synthesize it. The reactants are: [C:1]1([C:7](=[N:14][CH2:15][C:16]([O:18][CH2:19][CH3:20])=[O:17])[C:8]2[CH:13]=[CH:12][CH:11]=[CH:10][CH:9]=2)[CH:6]=[CH:5][CH:4]=[CH:3][CH:2]=1.Br[C:22]1[CH:27]=[N:26][CH:25]=[CH:24][N:23]=1.C(=O)([O-])[O-].[K+].[K+].O. (3) Given the product [Cl:34][C:30]1[CH:29]=[C:28]([C:24]2[CH:25]=[CH:26][CH:27]=[C:22]([CH2:21][O:17][C:4]3[CH:5]=[CH:6][C:7]([CH2:8][CH2:9][CH2:10][CH2:11][N:12]4[CH:16]=[CH:15][N:14]=[N:13]4)=[C:2]([CH3:1])[CH:3]=3)[N:23]=2)[CH:33]=[CH:32][CH:31]=1, predict the reactants needed to synthesize it. The reactants are: [CH3:1][C:2]1[CH:3]=[C:4]([OH:17])[CH:5]=[CH:6][C:7]=1[CH2:8][CH2:9][CH2:10][CH2:11][N:12]1[CH:16]=[CH:15][N:14]=[N:13]1.[H-].[Na+].Cl[CH2:21][C:22]1[CH:27]=[CH:26][CH:25]=[C:24]([C:28]2[CH:33]=[CH:32][CH:31]=[C:30]([Cl:34])[CH:29]=2)[N:23]=1.O. (4) Given the product [ClH:42].[Cl:42][C:38]1[CH:37]=[C:36]([C@@H:34]([OH:35])[CH2:33][NH:8][CH2:9][CH2:10][C:11]2[CH:12]=[CH:13][C:14]([O:15][C:16]3[CH:17]=[CH:18][C:19]([O:20][CH2:21][C:22]([OH:24])=[O:23])=[CH:29][CH:30]=3)=[CH:31][CH:32]=2)[CH:41]=[CH:40][CH:39]=1, predict the reactants needed to synthesize it. The reactants are: C(OC([N:8]([CH2:33][C@@H:34]([C:36]1[CH:41]=[CH:40][CH:39]=[C:38]([Cl:42])[CH:37]=1)[OH:35])[CH2:9][CH2:10][C:11]1[CH:32]=[CH:31][C:14]([O:15][C:16]2[CH:30]=[CH:29][C:19]([O:20][CH2:21][C:22]([O:24]C(C)(C)C)=[O:23])=[CH:18][CH:17]=2)=[CH:13][CH:12]=1)=O)(C)(C)C.Cl.